Dataset: Catalyst prediction with 721,799 reactions and 888 catalyst types from USPTO. Task: Predict which catalyst facilitates the given reaction. (1) Reactant: C[O:2][C:3](=[O:46])[CH:4]([N:16]1[CH2:21][CH2:20][N:19]([C:22](=[O:40])[CH:23]([NH:32][C:33]([O:35][C:36]([CH3:39])([CH3:38])[CH3:37])=[O:34])[CH2:24][C:25]2[CH:30]=[CH:29][C:28]([F:31])=[CH:27][CH:26]=2)[CH:18]([CH2:41][CH:42]2[CH2:44][CH2:43]2)[C:17]1=[O:45])[CH2:5][C:6]1[CH:15]=[CH:14][C:13]2[C:8](=[CH:9][CH:10]=[CH:11][CH:12]=2)[CH:7]=1.CO.[Li+].[OH-].Cl. Product: [C:36]([O:35][C:33]([NH:32][CH:23]([CH2:24][C:25]1[CH:30]=[CH:29][C:28]([F:31])=[CH:27][CH:26]=1)[C:22]([N:19]1[CH2:20][CH2:21][N:16]([CH:4]([CH2:5][C:6]2[CH:15]=[CH:14][C:13]3[C:8](=[CH:9][CH:10]=[CH:11][CH:12]=3)[CH:7]=2)[C:3]([OH:46])=[O:2])[C:17](=[O:45])[CH:18]1[CH2:41][CH:42]1[CH2:44][CH2:43]1)=[O:40])=[O:34])([CH3:39])([CH3:37])[CH3:38]. The catalyst class is: 20. (2) The catalyst class is: 5. Reactant: [F:1][C:2]1[CH:3]=[C:4]2[C:8](=[CH:9][CH:10]=1)[NH:7][CH:6]=[C:5]2[CH2:11][CH2:12][CH2:13][NH:14][CH:15]1[CH2:24][C:23]2[C:22]([C:25]([NH2:27])=[O:26])=[CH:21][CH:20]=[CH:19][C:18]=2[O:17][CH2:16]1.[CH:28](=O)[CH3:29].C(O)(=O)C.C([BH3-])#N.[Na+]. Product: [CH2:28]([N:14]([CH2:13][CH2:12][CH2:11][C:5]1[C:4]2[C:8](=[CH:9][CH:10]=[C:2]([F:1])[CH:3]=2)[NH:7][CH:6]=1)[CH:15]1[CH2:24][C:23]2[C:22]([C:25]([NH2:27])=[O:26])=[CH:21][CH:20]=[CH:19][C:18]=2[O:17][CH2:16]1)[CH3:29]. (3) Reactant: C(OC(N(C[C@@H](C1C=CC=C(Cl)C=1)O)CCC1C=CC([C:17]2[CH:22]=[CH:21][C:20]([C:23]([O:25]CC)=[O:24])=[CH:19][C:18]=2OC)=CC=1)=O)(C)(C)C.[OH-].[Na+]. Product: [C:23]([OH:25])(=[O:24])[C:20]1[CH:21]=[CH:22][CH:17]=[CH:18][CH:19]=1. The catalyst class is: 8. (4) Reactant: Br[C:2]1[CH:3]=[C:4]([CH2:8][O:9][Si:10]([C:13]([CH3:16])([CH3:15])[CH3:14])([CH3:12])[CH3:11])[CH:5]=[N:6][CH:7]=1.C([Li])CCC.CCCCCC.[CH:28]([C:30]1[N:31]=[CH:32][N:33]2[CH:37]=[CH:36][S:35][C:34]=12)=[O:29].O. Product: [Si:10]([O:9][CH2:8][C:4]1[CH:3]=[C:2]([CH:28]([OH:29])[C:30]2[N:31]=[CH:32][N:33]3[CH:37]=[CH:36][S:35][C:34]=23)[CH:7]=[N:6][CH:5]=1)([C:13]([CH3:16])([CH3:15])[CH3:14])([CH3:12])[CH3:11]. The catalyst class is: 385. (5) Reactant: [C:1]([O:5][C:6]([N:8]1[CH2:11][C:10](=O)[CH2:9]1)=[O:7])([CH3:4])([CH3:3])[CH3:2].Cl.[F:14][C:15]1([F:19])[CH2:18][NH:17][CH2:16]1.C(O[BH-](OC(=O)C)OC(=O)C)(=O)C.[Na+]. Product: [C:1]([O:5][C:6]([N:8]1[CH2:11][CH:10]([N:17]2[CH2:18][C:15]([F:19])([F:14])[CH2:16]2)[CH2:9]1)=[O:7])([CH3:4])([CH3:3])[CH3:2]. The catalyst class is: 26.